From a dataset of HIV replication inhibition screening data with 41,000+ compounds from the AIDS Antiviral Screen. Binary Classification. Given a drug SMILES string, predict its activity (active/inactive) in a high-throughput screening assay against a specified biological target. (1) The compound is N#CC12CNCC1CN=N2. The result is 0 (inactive). (2) The drug is CC(=O)C(=CN1CCNC1=S)C(=O)Nc1ccc(Cl)cc1. The result is 0 (inactive). (3) The compound is O=C(NNC(=S)NC1CCCCC1)c1csc(NC(=S)NC2CCCCC2)n1. The result is 0 (inactive). (4) The drug is Cc1ccccc1NC(=O)C(=O)C(C#N)c1ccccc1C. The result is 0 (inactive). (5) The compound is N=S(=O)(c1ccccc1)c1ccccc1[N+](=O)[O-]. The result is 1 (active). (6) The drug is CC(C)=C=CP(=O)(O)c1ccccc1. The result is 0 (inactive). (7) The drug is O=C(CCc1nc(=S)[nH][nH]1)NC12CC3CC(CC(C3)C1)C2. The result is 0 (inactive).